Dataset: Catalyst prediction with 721,799 reactions and 888 catalyst types from USPTO. Task: Predict which catalyst facilitates the given reaction. (1) Product: [CH2:1]([O:3][C:4]([CH:6]1[CH2:11][CH2:10][CH2:9][CH2:8][N:7]1[NH:12][CH2:13][C:14]1[CH:19]=[CH:18][C:17]([F:20])=[CH:16][CH:15]=1)=[O:5])[CH3:2]. Reactant: [CH2:1]([O:3][C:4]([CH:6]1[CH2:11][CH2:10][CH2:9][CH2:8][N:7]1[N:12]=[CH:13][C:14]1[CH:19]=[CH:18][C:17]([F:20])=[CH:16][CH:15]=1)=[O:5])[CH3:2].C(O)(=O)C.C([BH3-])#N.[Na+]. The catalyst class is: 5. (2) Reactant: Cl[C:2]1[CH:7]=[C:6]([O:8][C:9]2[CH:10]=[N:11][C:12]([NH2:15])=[N:13][CH:14]=2)[CH:5]=[CH:4][N:3]=1.[CH3:16][N:17]1[CH:21]=[C:20](B2OC(C)(C)C(C)(C)O2)[CH:19]=[N:18]1.C(=O)([O-])[O-].[K+].[K+]. Product: [CH3:16][N:17]1[CH:21]=[C:20]([C:2]2[CH:7]=[C:6]([O:8][C:9]3[CH:10]=[N:11][C:12]([NH2:15])=[N:13][CH:14]=3)[CH:5]=[CH:4][N:3]=2)[CH:19]=[N:18]1. The catalyst class is: 70. (3) Reactant: [F:1][C:2]1[CH:7]=[CH:6][CH:5]=[CH:4][C:3]=1[CH2:8][S:9][C:10]1[N:11]=[C:12]([NH:21][C@H:22]([CH3:25])[CH2:23][OH:24])[C:13]2[S:18][C:17]([O:19]C)=[N:16][C:14]=2[N:15]=1.O.Cl. Product: [F:1][C:2]1[CH:7]=[CH:6][CH:5]=[CH:4][C:3]=1[CH2:8][S:9][C:10]1[N:11]=[C:12]([NH:21][C@H:22]([CH3:25])[CH2:23][OH:24])[C:13]2[S:18][C:17](=[O:19])[NH:16][C:14]=2[N:15]=1. The catalyst class is: 12. (4) Reactant: [CH2:1]([O:3][C:4]1[CH:13]=[CH:12][C:7]2[C:8](=[O:11])[CH2:9][O:10][C:6]=2[C:5]=1[CH2:14][N:15]1[CH2:20][CH2:19][N:18]([C:21]([O:23][C:24]([CH3:27])([CH3:26])[CH3:25])=[O:22])[CH2:17][CH2:16]1)[CH3:2].[NH:28]1[C:36]2[C:31](=[CH:32][CH:33]=[CH:34][CH:35]=2)[C:30]([CH:37]=O)=[CH:29]1.N1CCCCC1. Product: [NH:28]1[C:36]2[C:31](=[CH:32][CH:33]=[CH:34][CH:35]=2)[C:30](/[CH:37]=[C:9]2\[O:10][C:6]3[C:5]([CH2:14][N:15]4[CH2:16][CH2:17][N:18]([C:21]([O:23][C:24]([CH3:26])([CH3:25])[CH3:27])=[O:22])[CH2:19][CH2:20]4)=[C:4]([O:3][CH2:1][CH3:2])[CH:13]=[CH:12][C:7]=3[C:8]\2=[O:11])=[CH:29]1. The catalyst class is: 5. (5) Reactant: C(OC(=O)[NH:7][C:8]1[CH:13]=[CH:12][C:11]([S:14][C:15]2[CH:20]=[CH:19][C:18]([C:21](=[O:30])[NH:22][C:23]3[CH:28]=[CH:27][C:26]([Br:29])=[CH:25][CH:24]=3)=[CH:17][C:16]=2[NH:31][C:32]2[C:33]3[CH:41]=[CH:40][C:39]([CH:42]([CH3:44])[CH3:43])=[N:38][C:34]=3[N:35]=[CH:36][N:37]=2)=[CH:10][CH:9]=1)(C)(C)C.FC(F)(F)C(O)=O. Product: [NH2:7][C:8]1[CH:13]=[CH:12][C:11]([S:14][C:15]2[CH:20]=[CH:19][C:18]([C:21]([NH:22][C:23]3[CH:24]=[CH:25][C:26]([Br:29])=[CH:27][CH:28]=3)=[O:30])=[CH:17][C:16]=2[NH:31][C:32]2[C:33]3[CH:41]=[CH:40][C:39]([CH:42]([CH3:44])[CH3:43])=[N:38][C:34]=3[N:35]=[CH:36][N:37]=2)=[CH:10][CH:9]=1. The catalyst class is: 2. (6) Reactant: C(N(CC)CC)C.[CH3:8][S:9](Cl)(=[O:11])=[O:10].[OH:13][CH2:14][C:15]1[S:23][C:22]2[CH2:21][CH2:20][N:19]([C:24]([O:26][C:27]([CH3:30])([CH3:29])[CH3:28])=[O:25])[CH2:18][C:17]=2[CH:16]=1. Product: [CH3:8][S:9]([O:13][CH2:14][C:15]1[S:23][C:22]2[CH2:21][CH2:20][N:19]([C:24]([O:26][C:27]([CH3:30])([CH3:29])[CH3:28])=[O:25])[CH2:18][C:17]=2[CH:16]=1)(=[O:11])=[O:10]. The catalyst class is: 2.